From a dataset of Full USPTO retrosynthesis dataset with 1.9M reactions from patents (1976-2016). Predict the reactants needed to synthesize the given product. Given the product [CH3:15][NH:16][C:10](=[O:9])[C:5]1[CH:4]=[CH:3][CH:2]=[N:1][C:6]=1[NH2:14], predict the reactants needed to synthesize it. The reactants are: [NH:1]1[C:6]2C=N[O:9][CH2:10][C:5]=2[C:4](=O)[CH2:3][C:2]1=O.C[NH2:14].[C:15](=O)([O-])[NH2:16].C(=O)=O.